Predict the reactants needed to synthesize the given product. From a dataset of Full USPTO retrosynthesis dataset with 1.9M reactions from patents (1976-2016). Given the product [CH3:12][NH:14][C@H:5]1[C:6]2[C:11](=[CH:10][CH:9]=[CH:8][CH:7]=2)[C@@H:2]([OH:1])[CH2:3][CH2:4]1, predict the reactants needed to synthesize it. The reactants are: [O:1]1[CH:5]2[C:6]3[C:11]([CH:2]1[CH2:3][CH2:4]2)=[CH:10][CH:9]=[CH:8][CH:7]=3.[CH2:12]([N:14](CC)CC)C.BrB1C2CCCC1CCC2.CN.Cl.